From a dataset of Full USPTO retrosynthesis dataset with 1.9M reactions from patents (1976-2016). Predict the reactants needed to synthesize the given product. (1) Given the product [F:1][C:2]1[CH:10]=[CH:9][C:5]([C:6]([NH:28][CH2:29][CH2:30][CH2:31][N:32]2[CH2:33][CH2:44][CH2:42][C:34]2=[O:23])=[O:8])=[CH:4][C:3]=1[N+:11]([O-:13])=[O:12], predict the reactants needed to synthesize it. The reactants are: [F:1][C:2]1[CH:10]=[CH:9][C:5]([C:6]([OH:8])=O)=[CH:4][C:3]=1[N+:11]([O-:13])=[O:12].C1C=CC2N([OH:23])N=NC=2C=1.CCN=C=[N:28][CH2:29][CH2:30][CH2:31][N:32]([CH3:34])[CH3:33].Cl.CCN([CH:42]([CH3:44])C)C(C)C. (2) The reactants are: N.[C:2]([O:5][CH2:6][CH3:7])(=[O:4])[CH3:3].[CH3:8][O:9][C:10]1[CH:11]=[C:12]([CH:23]=[CH:24][CH:25]=1)[C:13]([C:15]1[CH:20]=[CH:19][CH:18]=[C:17]([O:21][CH3:22])[CH:16]=1)=[O:14].[Cl-].[NH4+]. Given the product [CH3:22][O:21][C:17]1[CH:16]=[C:15]([C:13]([C:12]2[CH:23]=[CH:24][CH:25]=[C:10]([O:9][CH3:8])[CH:11]=2)([OH:14])[CH2:3][C:2]([O:5][CH2:6][CH3:7])=[O:4])[CH:20]=[CH:19][CH:18]=1, predict the reactants needed to synthesize it. (3) Given the product [C:16]([O:9][C:3]1[CH:4]=[CH:5][CH:6]=[C:7]([F:8])[C:2]=1[F:1])(=[O:18])[CH3:17], predict the reactants needed to synthesize it. The reactants are: [F:1][C:2]1[C:7]([F:8])=[CH:6][CH:5]=[CH:4][C:3]=1[OH:9].N1C=CC=CC=1.[C:16](Cl)(=[O:18])[CH3:17]. (4) Given the product [CH3:53][N:52]1[CH:46]2[CH2:47][CH2:48][CH2:49][CH:50]1[CH2:51][CH:44]([NH:43][C:16]([C:12]1[CH:13]=[CH:14][CH:15]=[C:9]3[O:8][C:7]([C:5]4[S:6][C:2]([Cl:1])=[CH:3][CH:4]=4)=[N:11][C:10]=13)=[O:18])[CH2:45]2, predict the reactants needed to synthesize it. The reactants are: [Cl:1][C:2]1[S:6][C:5]([C:7]2[O:8][C:9]3[C:10](=[C:12]([C:16]([OH:18])=O)[CH:13]=[CH:14][CH:15]=3)[N:11]=2)=[CH:4][CH:3]=1.Cl.C(N=C=NCCCN(C)C)C.ON1C2C=CC=CC=2N=N1.Cl.Cl.[NH2:43][CH:44]1[CH2:51][CH:50]2[N:52]([CH3:53])[CH:46]([CH2:47][CH2:48][CH2:49]2)[CH2:45]1.C(N(CC)CC)C.